This data is from Catalyst prediction with 721,799 reactions and 888 catalyst types from USPTO. The task is: Predict which catalyst facilitates the given reaction. (1) Reactant: [Cl:1][C:2]1[CH:3]=[C:4]([O:15][CH2:16][C:17]2[C:22]([F:23])=[CH:21][CH:20]=[CH:19][C:18]=2[F:24])[C:5]2[N:6]([C:8]([C:12](O)=[O:13])=[C:9]([CH3:11])[N:10]=2)[CH:7]=1.CN(C(ON1N=NC2C=CC=NC1=2)=[N+](C)C)C.F[P-](F)(F)(F)(F)F.CN1CCOCC1.[NH2:56][CH2:57][CH:58]([NH:62][C:63](=[O:69])[O:64][C:65]([CH3:68])([CH3:67])[CH3:66])[CH:59]([CH3:61])[CH3:60].O.C(O)(C(F)(F)F)=O. Product: [Cl:1][C:2]1[CH:3]=[C:4]([O:15][CH2:16][C:17]2[C:18]([F:24])=[CH:19][CH:20]=[CH:21][C:22]=2[F:23])[C:5]2[N:6]([C:8]([C:12]([NH:56][CH2:57][CH:58]([NH:62][C:63](=[O:69])[O:64][C:65]([CH3:67])([CH3:66])[CH3:68])[CH:59]([CH3:61])[CH3:60])=[O:13])=[C:9]([CH3:11])[N:10]=2)[CH:7]=1. The catalyst class is: 3. (2) Reactant: [NH2:1][C:2]1[N:3]([CH3:26])[C:4](=[O:25])[C:5]2([C:15]3[C:10](=[CH:11][CH:12]=[C:13](Br)[CH:14]=3)[O:9][CH:8]([C:17]3[CH:22]=[CH:21][CH:20]=[C:19]([F:23])[C:18]=3[F:24])[CH2:7]2)[N:6]=1.[C:27]([C:29]1[CH:30]=[C:31](B(O)O)[CH:32]=[CH:33][CH:34]=1)#[N:28].C(=O)([O-])[O-].[Cs+].[Cs+]. Product: [NH2:1][C:2]1[N:3]([CH3:26])[C:4](=[O:25])[C:5]2([C:15]3[C:10](=[CH:11][CH:12]=[C:13]([C:33]4[CH:34]=[C:29]([CH:30]=[CH:31][CH:32]=4)[C:27]#[N:28])[CH:14]=3)[O:9][CH:8]([C:17]3[CH:22]=[CH:21][CH:20]=[C:19]([F:23])[C:18]=3[F:24])[CH2:7]2)[N:6]=1. The catalyst class is: 184. (3) Reactant: [Cl:1][C:2]1[CH:7]=[CH:6][C:5]([C:8]2[CH:9]=[C:10]3[C:16]([C:17]([C:19]4[C:20]([F:33])=[C:21]([NH:26][S:27]([CH2:30][CH2:31][CH3:32])(=[O:29])=[O:28])[CH:22]=[CH:23][C:24]=4[F:25])=[O:18])=[CH:15][NH:14][C:11]3=[N:12][CH:13]=2)=[CH:4][CH:3]=1.[C:34](Cl)(=[O:41])[C:35]1[CH:40]=[CH:39][CH:38]=[CH:37][CH:36]=1.C(N(CC)CC)C. Product: [Cl:1][C:2]1[CH:7]=[CH:6][C:5]([C:8]2[CH:9]=[C:10]3[C:16]([C:17]([C:19]4[C:20]([F:33])=[C:21]([N:26]([S:27]([CH2:30][CH2:31][CH3:32])(=[O:28])=[O:29])[C:34](=[O:41])[C:35]5[CH:40]=[CH:39][CH:38]=[CH:37][CH:36]=5)[CH:22]=[CH:23][C:24]=4[F:25])=[O:18])=[CH:15][NH:14][C:11]3=[N:12][CH:13]=2)=[CH:4][CH:3]=1. The catalyst class is: 12. (4) Reactant: [CH3:1][O:2][C:3]1[CH:8]=[CH:7][C:6]([OH:9])=[C:5]([N+:10]([O-])=O)[CH:4]=1.C(O)C. Product: [NH2:10][C:5]1[CH:4]=[C:3]([O:2][CH3:1])[CH:8]=[CH:7][C:6]=1[OH:9]. The catalyst class is: 153. (5) Reactant: F[C:2]1[CH:3]=[CH:4][C:5]([C:8]([F:11])([F:10])[F:9])=[N:6][CH:7]=1.[OH:12][C:13]1[CH:14]=[C:15]2[C:20](=[CH:21][CH:22]=1)[N:19]=[C:18]([C:23]([O:25][CH3:26])=[O:24])[CH:17]=[CH:16]2.C(=O)([O-])[O-].[Cs+].[Cs+].CN(C)C=O. Product: [F:9][C:8]([F:11])([F:10])[C:5]1[N:6]=[CH:7][C:2]([O:12][C:13]2[CH:14]=[C:15]3[C:20](=[CH:21][CH:22]=2)[N:19]=[C:18]([C:23]([O:25][CH3:26])=[O:24])[CH:17]=[CH:16]3)=[CH:3][CH:4]=1. The catalyst class is: 6. (6) Reactant: [CH3:1][CH:2]1[N:14]2[C:15]3[C:10]([CH:11]([CH2:16]OS(C)(=O)=O)[CH2:12][CH2:13]2)=[CH:9][CH:8]=[CH:7][C:6]=3[CH2:5][N:4]([C:22]([O:24][C:25]([CH3:28])([CH3:27])[CH3:26])=[O:23])[CH2:3]1.[F-:29].[Cs+].C(=O)(O)[O-].[Na+]. Product: [F:29][CH2:16][CH:11]1[C:10]2[C:15]3=[C:6]([CH2:5][N:4]([C:22]([O:24][C:25]([CH3:26])([CH3:28])[CH3:27])=[O:23])[CH2:3][CH:2]([CH3:1])[N:14]3[CH2:13][CH2:12]1)[CH:7]=[CH:8][CH:9]=2. The catalyst class is: 107. (7) Reactant: [F:1][C:2]([F:14])([F:13])[C:3]([F:12])([F:11])[C:4]([F:10])([F:9])[C:5]([F:8])([F:7])I.S[CH:16]([OH:18])[CH3:17].C([O-])=O.[Na+].O.O.O.O.O.O.O.[S:30]([O-])([O-])=O.[Na+].[Na+].C(OC(C)C)(C)C. Product: [F:7][C:5]([F:8])([S:30][CH2:17][CH2:16][OH:18])[C:4]([F:10])([F:9])[C:3]([F:12])([F:11])[C:2]([F:14])([F:13])[F:1]. The catalyst class is: 18.